From a dataset of Full USPTO retrosynthesis dataset with 1.9M reactions from patents (1976-2016). Predict the reactants needed to synthesize the given product. (1) Given the product [C:53]([NH:52][CH2:51][C@@H:49]1[O:48][C:47](=[O:56])[N:46]([C:43]2[CH:44]=[CH:45][C:36]3[C:35]4[NH:34][N:33]=[C:32]([NH:31][C:16](=[O:18])[CH2:15][O:14][CH2:7][C:8]5[CH:9]=[CH:10][CH:11]=[CH:12][CH:13]=5)[C:41]=4[CH2:40][CH2:39][CH2:38][C:37]=3[CH:42]=2)[CH2:50]1)(=[O:55])[CH3:54], predict the reactants needed to synthesize it. The reactants are: N1C=CC=CC=1.[CH2:7]([O:14][CH2:15][C:16]([OH:18])=O)[C:8]1[CH:13]=[CH:12][CH:11]=[CH:10][CH:9]=1.Cl.CN(C)CCCN=C=NCC.[NH2:31][C:32]1[C:41]2[CH2:40][CH2:39][CH2:38][C:37]3[CH:42]=[C:43]([N:46]4[CH2:50][C@H:49]([CH2:51][NH:52][C:53](=[O:55])[CH3:54])[O:48][C:47]4=[O:56])[CH:44]=[CH:45][C:36]=3[C:35]=2[NH:34][N:33]=1. (2) The reactants are: [N:1]([C:4]([C:7]1[CH:8]=[C:9]([CH2:13][C@@H:14]([NH:16]C(=O)OCC2C=CC=CC=2)[CH3:15])[CH:10]=[CH:11][CH:12]=1)([CH3:6])[CH3:5])=[N+]=[N-].[H][H]. Given the product [NH2:1][C:4]([C:7]1[CH:8]=[C:9]([CH2:13][C@@H:14]([NH2:16])[CH3:15])[CH:10]=[CH:11][CH:12]=1)([CH3:6])[CH3:5], predict the reactants needed to synthesize it. (3) Given the product [CH3:22][O:21][C:18]1[CH:19]=[CH:20][C:15]([CH2:14][C@H:10]2[O:11][CH2:12][CH2:13][NH:8][CH2:9]2)=[CH:16][C:17]=1[C:23]([F:25])([F:26])[F:24], predict the reactants needed to synthesize it. The reactants are: C([N:8]1[CH2:13][CH2:12][O:11][C@H:10]([CH2:14][C:15]2[CH:20]=[CH:19][C:18]([O:21][CH3:22])=[C:17]([C:23]([F:26])([F:25])[F:24])[CH:16]=2)[CH2:9]1)(OC(C)(C)C)=O.FC(F)(F)C(O)=O.